Dataset: Full USPTO retrosynthesis dataset with 1.9M reactions from patents (1976-2016). Task: Predict the reactants needed to synthesize the given product. (1) Given the product [C:1]([O:5][C:6](=[O:36])[N:7]([C:8]1[CH:9]=[CH:10][C:11]2[N:12]([C:19]3[CH:24]=[CH:23][CH:22]=[CH:21][CH:20]=3)[C:13](=[O:18])[N:14]([C:42]3[CH:43]=[C:38]([Cl:37])[CH:39]=[CH:40][C:41]=3[F:44])[CH2:15][C:16]=2[N:17]=1)[CH2:25][C:26]1[CH:31]=[CH:30][C:29]([O:32][CH3:33])=[CH:28][C:27]=1[O:34][CH3:35])([CH3:4])([CH3:3])[CH3:2], predict the reactants needed to synthesize it. The reactants are: [C:1]([O:5][C:6](=[O:36])[N:7]([CH2:25][C:26]1[CH:31]=[CH:30][C:29]([O:32][CH3:33])=[CH:28][C:27]=1[O:34][CH3:35])[C:8]1[CH:9]=[CH:10][C:11]2[N:12]([C:19]3[CH:24]=[CH:23][CH:22]=[CH:21][CH:20]=3)[C:13](=[O:18])[NH:14][CH2:15][C:16]=2[N:17]=1)([CH3:4])([CH3:3])[CH3:2].[Cl:37][C:38]1[CH:43]=[CH:42][C:41]([F:44])=[C:40](I)[CH:39]=1. (2) Given the product [CH:25]([NH:24][C:22]([C@H:19]1[CH2:18][CH2:17][C@@H:16]([NH:15][C:13]2[CH:14]=[C:9]([N:3]3[CH:7]=[N:6][CH:5]=[N:4]3)[CH:10]=[CH:11][C:12]=2[N+:28]([O-:30])=[O:29])[CH2:21][CH2:20]1)=[O:23])([CH3:27])[CH3:26], predict the reactants needed to synthesize it. The reactants are: [H-].[Na+].[NH:3]1[CH:7]=[N:6][CH:5]=[N:4]1.Cl[C:9]1[CH:10]=[CH:11][C:12]([N+:28]([O-:30])=[O:29])=[C:13]([NH:15][C@@H:16]2[CH2:21][CH2:20][C@H:19]([C:22]([NH:24][CH:25]([CH3:27])[CH3:26])=[O:23])[CH2:18][CH2:17]2)[CH:14]=1. (3) Given the product [Br:1][C:2]1[C:3]([C:9]([N:14]([O:15][CH3:16])[CH3:13])=[O:11])=[N:4][C:5]([Cl:8])=[CH:6][CH:7]=1, predict the reactants needed to synthesize it. The reactants are: [Br:1][C:2]1[C:3]([C:9]([OH:11])=O)=[N:4][C:5]([Cl:8])=[CH:6][CH:7]=1.Cl.[CH3:13][NH:14][O:15][CH3:16].N1C=CC=CC=1.Cl.C(N=C=NCCCN(C)C)C.[Cl-].[NH4+]. (4) Given the product [CH:21]1([CH:20]=[C:19]([C:26]2[CH:27]=[CH:28][C:29]([C:32]([OH:37])([CH:34]([CH3:35])[CH3:36])[CH3:33])=[CH:30][CH:31]=2)[C:11]2[NH:10][C:14]3=[N:15][CH:16]=[CH:17][CH:18]=[C:13]3[CH:12]=2)[CH2:25][CH2:24][CH2:23][CH2:22]1, predict the reactants needed to synthesize it. The reactants are: C1(S([N:10]2[C:14]3=[N:15][CH:16]=[CH:17][CH:18]=[C:13]3[CH:12]=[C:11]2[C:19]([C:26]2[CH:31]=[CH:30][C:29]([C:32]([OH:37])([CH:34]([CH3:36])[CH3:35])[CH3:33])=[CH:28][CH:27]=2)=[CH:20][CH:21]2[CH2:25][CH2:24][CH2:23][CH2:22]2)(=O)=O)C=CC=CC=1.[OH-].[Na+]. (5) Given the product [Cl:9][C:4]1[CH:5]=[C:6]([NH2:8])[CH:7]=[C:2]([O:19][CH:16]2[CH2:17][CH2:18][N:13]([CH3:12])[CH2:14][CH2:15]2)[N:3]=1, predict the reactants needed to synthesize it. The reactants are: Cl[C:2]1[CH:7]=[C:6]([NH2:8])[CH:5]=[C:4]([Cl:9])[N:3]=1.[H-].[Na+].[CH3:12][N:13]1[CH2:18][CH2:17][CH:16]([OH:19])[CH2:15][CH2:14]1.C1(C)C=CC=CC=1. (6) Given the product [Cl:1][C:2]1[C:3]2[C:10]([I:11])=[CH:9][N:8]([CH2:12][C:19]([CH3:22])([OH:20])[CH3:18])[C:4]=2[N:5]=[CH:6][N:7]=1, predict the reactants needed to synthesize it. The reactants are: [Cl:1][C:2]1[C:3]2[C:10]([I:11])=[CH:9][NH:8][C:4]=2[N:5]=[CH:6][N:7]=1.[C:12](=O)([O-])[O-].[Cs+].[Cs+].[CH3:18][C:19]1([CH3:22])O[O:20]1.